The task is: Predict which catalyst facilitates the given reaction.. This data is from Catalyst prediction with 721,799 reactions and 888 catalyst types from USPTO. (1) Reactant: [NH2:1][CH2:2][C@H:3]1[CH2:8][CH2:7][C@H:6]([N:9]2[C:13]3=[C:14]4[S:20][CH:19]=[CH:18][C:15]4=[N:16][CH:17]=[C:12]3[N:11]=[C:10]2[CH2:21][C:22]#[N:23])[CH2:5][CH2:4]1.C(N(CC)CC)C.Cl[C:32]([O:34][CH:35]([CH3:37])[CH3:36])=[O:33]. Product: [C:22]([CH2:21][C:10]1[N:9]([C@H:6]2[CH2:7][CH2:8][C@H:3]([CH2:2][NH:1][C:32](=[O:33])[O:34][CH:35]([CH3:37])[CH3:36])[CH2:4][CH2:5]2)[C:13]2=[C:14]3[S:20][CH:19]=[CH:18][C:15]3=[N:16][CH:17]=[C:12]2[N:11]=1)#[N:23]. The catalyst class is: 390. (2) Reactant: [CH2:1]([N:8]([CH2:20][C:21]1[CH:26]=[CH:25][CH:24]=[CH:23][CH:22]=1)[C:9]1([C:12]2[CH:17]=[CH:16][C:15]([C:18]#[CH:19])=[CH:14][CH:13]=2)[CH2:11][CH2:10]1)[C:2]1[CH:7]=[CH:6][CH:5]=[CH:4][CH:3]=1.[CH2:27]([O:29][C:30](=[O:38])[C:31]1[CH:36]=[CH:35][C:34](I)=[CH:33][CH:32]=1)[CH3:28]. Product: [CH2:20]([N:8]([CH2:1][C:2]1[CH:3]=[CH:4][CH:5]=[CH:6][CH:7]=1)[C:9]1([C:12]2[CH:13]=[CH:14][C:15]([C:18]#[C:19][C:34]3[CH:35]=[CH:36][C:31]([C:30]([O:29][CH2:27][CH3:28])=[O:38])=[CH:32][CH:33]=3)=[CH:16][CH:17]=2)[CH2:11][CH2:10]1)[C:21]1[CH:26]=[CH:25][CH:24]=[CH:23][CH:22]=1. The catalyst class is: 337. (3) Reactant: [NH2:1][CH2:2][C:3]1[CH:4]=[C:5]([C:10]2[CH:15]=[CH:14][CH:13]=[C:12]([CH2:16][N:17]3[CH2:22][CH2:21][N:20](C(OC(C)(C)C)=O)[C@@H:19]([CH3:30])[CH2:18]3)[CH:11]=2)[CH:6]=[CH:7][C:8]=1[F:9].[O:31]1[C:35]2[CH:36]=[CH:37][C:38]([C:40](O)=[O:41])=[CH:39][C:34]=2[O:33][CH2:32]1.CN(C(ON1N=NC2C=CC=NC1=2)=[N+](C)C)C.F[P-](F)(F)(F)(F)F.C(N(C(C)C)CC)(C)C. Product: [F:9][C:8]1[CH:7]=[CH:6][C:5]([C:10]2[CH:15]=[CH:14][CH:13]=[C:12]([CH2:16][N:17]3[CH2:22][CH2:21][NH:20][C@@H:19]([CH3:30])[CH2:18]3)[CH:11]=2)=[CH:4][C:3]=1[CH2:2][NH:1][C:40]([C:38]1[CH:37]=[CH:36][C:35]2[O:31][CH2:32][O:33][C:34]=2[CH:39]=1)=[O:41]. The catalyst class is: 3. (4) Reactant: [NH2:1][CH:2]1[CH2:7][CH2:6][N:5]([CH2:8][CH2:9][N:10]2[C:19]3[C:14](=[CH:15][CH:16]=[C:17]([O:20][CH3:21])[CH:18]=3)[N:13]=[CH:12][C:11]2=[O:22])[CH2:4][CH2:3]1.Br[CH2:24][C:25]1[N:30]=[C:29]2[O:31][CH2:32][CH2:33][O:34][C:28]2=[CH:27][CH:26]=1.C(=O)([O-])[O-].[K+].[K+]. Product: [O:34]1[C:28]2[C:29](=[N:30][C:25]([CH2:24][NH:1][CH:2]3[CH2:3][CH2:4][N:5]([CH2:8][CH2:9][N:10]4[C:19]5[C:14](=[CH:15][CH:16]=[C:17]([O:20][CH3:21])[CH:18]=5)[N:13]=[CH:12][C:11]4=[O:22])[CH2:6][CH2:7]3)=[CH:26][CH:27]=2)[O:31][CH2:32][CH2:33]1. The catalyst class is: 9. (5) Reactant: Cl[S:2]([C:5]1[CH:6]=[C:7]2[C:11](=[CH:12][CH:13]=1)[NH:10][C:9](=[O:14])[CH2:8]2)(=[O:4])=[O:3].[F:15][C:16]([F:25])([F:24])[C:17]1[CH:23]=[CH:22][C:20]([NH2:21])=[CH:19][CH:18]=1.N1C=CC=CC=1. Product: [F:15][C:16]([F:24])([F:25])[C:17]1[CH:18]=[CH:19][C:20]([NH:21][S:2]([C:5]2[CH:6]=[C:7]3[C:11](=[CH:12][CH:13]=2)[NH:10][C:9](=[O:14])[CH2:8]3)(=[O:4])=[O:3])=[CH:22][CH:23]=1. The catalyst class is: 4. (6) Reactant: Cl.[NH2:2][C@H:3]([C:12]([OH:14])=[O:13])[CH2:4][C:5]1[CH:10]=[CH:9][C:8]([OH:11])=[CH:7][CH:6]=1.CC(N[CH2:19][CH2:20][C:21]1C2C=C(OC)C=CC=2NC=1)=O.C(O)C. Product: [CH:20]([O:13][C:12](=[O:14])[C@H:3]([CH2:4][C:5]1[CH:6]=[CH:7][C:8]([OH:11])=[CH:9][CH:10]=1)[NH2:2])([CH3:21])[CH3:19]. The catalyst class is: 6.